The task is: Predict the reactants needed to synthesize the given product.. This data is from Full USPTO retrosynthesis dataset with 1.9M reactions from patents (1976-2016). (1) Given the product [C:1]([O:4][C@H:5]1[CH2:22][CH2:21][C@@:20]2([CH3:23])[C@@H:7]([CH2:8][CH2:9][C@:10]3([CH3:34])[C@@H:19]2[CH2:18][CH2:17][C@H:16]2[C@@:11]3([CH3:33])[CH2:12][CH2:13][C@@:14]3([C:30]([Cl:40])=[O:31])[CH2:26][CH2:25][C@@H:24]([C:27]([CH3:29])=[CH2:28])[C@@H:15]32)[C:6]1([CH3:36])[CH3:35])(=[O:3])[CH3:2], predict the reactants needed to synthesize it. The reactants are: [C:1]([O:4][C@H:5]1[CH2:22][CH2:21][C@@:20]2([CH3:23])[C@@H:7]([CH2:8][CH2:9][C@:10]3([CH3:34])[C@@H:19]2[CH2:18][CH2:17][C@H:16]2[C@@:11]3([CH3:33])[CH2:12][CH2:13][C@@:14]3([C:30](O)=[O:31])[CH2:26][CH2:25][C@@H:24]([C:27]([CH3:29])=[CH2:28])[C@@H:15]32)[C:6]1([CH3:36])[CH3:35])(=[O:3])[CH3:2].C(Cl)(=O)C([Cl:40])=O. (2) Given the product [Cl:39][C:26]1[CH:27]=[CH:28][C:29]2[C:34](=[CH:33][CH:32]=[CH:31][CH:30]=2)[C:25]=1[O:24][P:23](=[N:12][C@@H:13]([CH3:22])[C:14]([O:16][CH:17]1[CH2:21][CH2:20][CH2:19][CH2:18]1)=[O:15])=[O:35], predict the reactants needed to synthesize it. The reactants are: S(C1C=CC(C)=CC=1)([O-])(=O)=O.[NH2:12][C@@H:13]([CH3:22])[C:14]([O:16][CH:17]1[CH2:21][CH2:20][CH2:19][CH2:18]1)=[O:15].[P:23](Cl)(Cl)(=[O:35])[O:24][C:25]1[C:34]2[C:29](=[CH:30][CH:31]=[CH:32][CH:33]=2)[CH:28]=[CH:27][CH:26]=1.C(Cl)[Cl:39]. (3) The reactants are: C[C@@H:2]1[CH2:7][N:6]([C:8]2[C:17]3[C:12](=[CH:13][CH:14]=[CH:15][CH:16]=3)[C:11]([C:18]3[CH:23]=[CH:22][CH:21]=[CH:20][CH:19]=3)=[N:10][N:9]=2)[CH2:5][CH2:4][N:3]1C(OC(C)(C)C)=O.F[C:32](F)(F)C(O)=O.C([O-])(O)=O.[Na+]. Given the product [CH3:32][C@@H:5]1[CH2:4][NH:3][CH2:2][CH2:7][N:6]1[C:8]1[C:17]2[C:12](=[CH:13][CH:14]=[CH:15][CH:16]=2)[C:11]([C:18]2[CH:19]=[CH:20][CH:21]=[CH:22][CH:23]=2)=[N:10][N:9]=1, predict the reactants needed to synthesize it. (4) Given the product [O:28]=[S:2]1(=[O:1])[C:7]2[CH:8]=[CH:9][CH:10]=[CH:11][C:6]=2[NH:5][C:4]([C:12]2[C:13](=[O:27])[C:14]([CH3:26])([CH2:23][CH2:24][CH3:25])[C:15]3[C:20](=[CH:19][CH:18]=[CH:17][CH:16]=3)[C:21]=2[O-:22])=[N:3]1.[Na+:30], predict the reactants needed to synthesize it. The reactants are: [O:1]=[S:2]1(=[O:28])[C:7]2[CH:8]=[CH:9][CH:10]=[CH:11][C:6]=2[NH:5][C:4]([C:12]2[C:13](=[O:27])[C:14]([CH3:26])([CH2:23][CH2:24][CH3:25])[C:15]3[C:20]([C:21]=2[OH:22])=[CH:19][CH:18]=[CH:17][CH:16]=3)=[N:3]1.[OH-].[Na+:30].